From a dataset of Reaction yield outcomes from USPTO patents with 853,638 reactions. Predict the reaction yield, written as a fraction of the theoretical maximum amount of product (1.0 means a 100% yield; for example, 0.34 means a 34% yield). (1) The reactants are COC([CH:5]1[C:12](=[O:13])[CH2:11][C:8]2([CH2:10][CH2:9]2)[NH:7][C:6]1=[O:14])=O. The catalyst is C(#N)C.O. The product is [CH2:9]1[C:8]2([CH2:11][C:12](=[O:13])[CH2:5][C:6](=[O:14])[NH:7]2)[CH2:10]1. The yield is 0.850. (2) The yield is 0.340. The product is [CH3:1][C@H:2]1[NH:3][CH2:4][CH2:5][N:6]([C:9]2[N:14]=[CH:13][CH:12]=[CH:11][N:10]=2)[CH2:7]1. The catalyst is C1(C)C(C)=CC=CC=1. The reactants are [CH3:1][C@@H:2]1[CH2:7][NH:6][CH2:5][CH2:4][NH:3]1.Br[C:9]1[N:14]=[CH:13][CH:12]=[CH:11][N:10]=1. (3) The reactants are [Cl:1][C:2]1[CH:8]=[CH:7][C:6]([S:9]([CH3:12])(=[O:11])=[O:10])=[CH:5][C:3]=1N.N([O-])=O.[Na+].[BrH:17]. The catalyst is O.[Cu]Br. The product is [Br:17][C:3]1[CH:5]=[C:6]([S:9]([CH3:12])(=[O:11])=[O:10])[CH:7]=[CH:8][C:2]=1[Cl:1]. The yield is 0.830. (4) The reactants are [C:1]([O:5][C:6]([N:8]1[CH2:20][CH2:19][C:18]2[C:17]3[C:12](=[CH:13][CH:14]=[C:15](Br)[CH:16]=3)[N:11]([CH3:22])[C:10]=2[CH2:9]1)=[O:7])([CH3:4])([CH3:3])[CH3:2].[CH2:23]([O:30][C:31]1[CH:36]=[CH:35][NH:34][C:33](=[O:37])[CH:32]=1)[C:24]1[CH:29]=[CH:28][CH:27]=[CH:26][CH:25]=1.OC1C=CC=C2C=1N=CC=C2.C([O-])([O-])=O.[K+].[K+].[NH4+].[OH-]. The catalyst is CS(C)=O.C(Cl)Cl.[Cu]I.CO. The product is [CH2:23]([O:30][C:31]1[CH:36]=[CH:35][N:34]([C:15]2[CH:16]=[C:17]3[C:12](=[CH:13][CH:14]=2)[N:11]([CH3:22])[C:10]2[CH2:9][N:8]([C:6]([O:5][C:1]([CH3:4])([CH3:3])[CH3:2])=[O:7])[CH2:20][CH2:19][C:18]3=2)[C:33](=[O:37])[CH:32]=1)[C:24]1[CH:25]=[CH:26][CH:27]=[CH:28][CH:29]=1. The yield is 0.330. (5) The reactants are [CH3:1][O:2][C:3]1[CH:8]=[CH:7][C:6]([C:9]#[C:10][CH2:11][CH2:12][CH2:13][OH:14])=[CH:5][CH:4]=1.[H][H]. The catalyst is [Pd].C(O)C. The product is [CH3:1][O:2][C:3]1[CH:8]=[CH:7][C:6]([CH2:9][CH2:10][CH2:11][CH2:12][CH2:13][OH:14])=[CH:5][CH:4]=1. The yield is 0.920.